This data is from Full USPTO retrosynthesis dataset with 1.9M reactions from patents (1976-2016). The task is: Predict the reactants needed to synthesize the given product. (1) Given the product [CH3:1][N:2]([CH3:25])[C:3]([CH2:5][NH:6][C:7]([C:9]1[CH:14]=[C:13]([O:15][C:16]2[CH:17]=[CH:18][C:19]([NH2:22])=[CH:20][CH:21]=2)[CH:12]=[CH:11][N:10]=1)=[O:8])=[O:4], predict the reactants needed to synthesize it. The reactants are: [CH3:1][NH:2][C:3]([CH2:5][NH:6][C:7]([C:9]1[CH:14]=[C:13]([O:15][C:16]2[CH:21]=[CH:20][C:19]([NH2:22])=[CH:18][CH:17]=2)[CH:12]=[CH:11][N:10]=1)=[O:8])=[O:4].Cl.N[CH2:25]C(NC)=O. (2) The reactants are: [Cl:1][C:2]1[CH:3]=[CH:4][C:5]([C:23]#[N:24])=[C:6]([C:8]2[C:13]([O:14][CH3:15])=[CH:12][N:11]([CH:16]([CH2:20][CH3:21])[C:17](O)=[O:18])[C:10](=[O:22])[CH:9]=2)[CH:7]=1.[F:25][C:26]1[CH:31]=[CH:30][C:29]([C:32]2[N:33]=[C:34]3[CH:39]=[CH:38][C:37]([NH2:40])=[CH:36][N:35]3[CH:41]=2)=[CH:28][CH:27]=1.C(P1(=O)OP(CCC)(=O)OP(CCC)(=O)O1)CC. Given the product [Cl:1][C:2]1[CH:3]=[CH:4][C:5]([C:23]#[N:24])=[C:6]([C:8]2[C:13]([O:14][CH3:15])=[CH:12][N:11]([CH:16]([CH2:20][CH3:21])[C:17]([NH:40][C:37]3[CH:38]=[CH:39][C:34]4[N:35]([CH:41]=[C:32]([C:29]5[CH:28]=[CH:27][C:26]([F:25])=[CH:31][CH:30]=5)[N:33]=4)[CH:36]=3)=[O:18])[C:10](=[O:22])[CH:9]=2)[CH:7]=1, predict the reactants needed to synthesize it. (3) Given the product [CH:28]1([CH2:27][O:26]/[N:25]=[C:12](/[C:3]2[C:2]([Cl:1])=[CH:7][C:6]([C:8]([F:11])([F:10])[F:9])=[CH:5][N:4]=2)\[CH2:13][NH2:14])[CH2:29][CH2:30]1, predict the reactants needed to synthesize it. The reactants are: [Cl:1][C:2]1[C:3](/[C:12](=[N:25]/[O:26][CH2:27][CH:28]2[CH2:30][CH2:29]2)/[CH2:13][N:14]2C(=O)C3=CC=CC=C3C2=O)=[N:4][CH:5]=[C:6]([C:8]([F:11])([F:10])[F:9])[CH:7]=1.O.NN.O. (4) Given the product [N:1]1[C:10]2[C:5](=[CH:6][CH:7]=[CH:8][C:9]=2[C:11]2[CH:12]=[C:13]([CH:18]=[CH:19][CH:20]=2)[C:14]([OH:16])=[O:15])[CH:4]=[CH:3][CH:2]=1, predict the reactants needed to synthesize it. The reactants are: [N:1]1[C:10]2[C:5](=[CH:6][CH:7]=[CH:8][C:9]=2[C:11]2[CH:12]=[C:13]([CH:18]=[CH:19][CH:20]=2)[C:14]([O:16]C)=[O:15])[CH:4]=[CH:3][CH:2]=1.[OH-].[Na+]. (5) Given the product [Cl:9][C:4]1[CH:3]=[C:2]([C:17](=[O:18])[C:16]([F:23])([F:15])[CH3:22])[CH:7]=[CH:6][C:5]=1[Cl:8], predict the reactants needed to synthesize it. The reactants are: Br[C:2]1[CH:7]=[CH:6][C:5]([Cl:8])=[C:4]([Cl:9])[CH:3]=1.[Li]CCCC.[F:15][C:16]([F:23])([CH3:22])[C:17](OCC)=[O:18]. (6) Given the product [CH:31]([N:14]([CH2:13][C@H:11]1[C@H:10]([O:34][CH2:36][C:37]2[CH:42]=[CH:41][CH:40]=[C:39]([N:43]3[CH:47]=[CH:46][CH:45]=[CH:44]3)[CH:38]=2)[CH2:9][NH:8][CH2:12]1)[C:15](=[O:30])[C:16]1[CH:21]=[CH:20][C:19]([O:22][CH3:23])=[C:18]([O:24][CH2:25][CH2:26][CH2:27][O:28][CH3:29])[CH:17]=1)([CH3:32])[CH3:33], predict the reactants needed to synthesize it. The reactants are: C(OC([N:8]1[CH2:12][C@@H:11]([CH2:13][N:14]([CH:31]([CH3:33])[CH3:32])[C:15](=[O:30])[C:16]2[CH:21]=[CH:20][C:19]([O:22][CH3:23])=[C:18]([O:24][CH2:25][CH2:26][CH2:27][O:28][CH3:29])[CH:17]=2)[C@H:10]([OH:34])[CH2:9]1)=O)(C)(C)C.Br[CH2:36][C:37]1[CH:38]=[C:39]([N:43]2[CH:47]=[CH:46][CH:45]=[CH:44]2)[CH:40]=[CH:41][CH:42]=1.CC#N.O.CC#N. (7) Given the product [CH3:1][S:2]([C:5]1[CH:6]=[CH:7][C:8]2[O:13][CH2:12][C:11](=[O:14])[N:10]([CH2:23][CH2:24][N:25]3[CH2:30][CH2:29][CH:28]([NH:31][C:32](=[O:33])[O:34][C:35]([CH3:38])([CH3:37])[CH3:36])[CH2:27][CH2:26]3)[C:9]=2[CH:15]=1)(=[O:3])=[O:4], predict the reactants needed to synthesize it. The reactants are: [CH3:1][S:2]([C:5]1[CH:6]=[CH:7][C:8]2[O:13][CH2:12][C:11](=[O:14])[NH:10][C:9]=2[CH:15]=1)(=[O:4])=[O:3].[H-].[Na+].CS(O[CH2:23][CH2:24][N:25]1[CH2:30][CH2:29][CH:28]([NH:31][C:32]([O:34][C:35]([CH3:38])([CH3:37])[CH3:36])=[O:33])[CH2:27][CH2:26]1)(=O)=O.COC1C=C2C(C=CC(=O)N2CCN2CCC(NC(=O)OC(C)(C)C)CC2)=CC=1.